Dataset: Catalyst prediction with 721,799 reactions and 888 catalyst types from USPTO. Task: Predict which catalyst facilitates the given reaction. (1) Reactant: [CH3:1][C:2]1[NH:6][C:5]2[CH2:7][CH2:8][CH2:9][C:10](=[O:11])[C:4]=2[N:3]=1.[C:12]([O:16][C:17](O[C:17]([O:16][C:12]([CH3:15])([CH3:14])[CH3:13])=[O:18])=[O:18])([CH3:15])([CH3:14])[CH3:13]. Product: [C:12]([O:16][C:17]([N:6]1[C:5]2[CH2:7][CH2:8][CH2:9][C:10](=[O:11])[C:4]=2[N:3]=[C:2]1[CH3:1])=[O:18])([CH3:15])([CH3:14])[CH3:13]. The catalyst class is: 12. (2) Reactant: C([N:14]1[CH2:17][CH:16]([C:18]2([OH:32])[CH2:23][CH2:22][N:21]([C:24]([C:26]3[CH:31]=[CH:30][CH:29]=[CH:28][CH:27]=3)=[O:25])[CH2:20][CH2:19]2)[CH2:15]1)(C1C=CC=CC=1)C1C=CC=CC=1. Product: [NH:14]1[CH2:17][CH:16]([C:18]2([OH:32])[CH2:23][CH2:22][N:21]([C:24]([C:26]3[CH:31]=[CH:30][CH:29]=[CH:28][CH:27]=3)=[O:25])[CH2:20][CH2:19]2)[CH2:15]1. The catalyst class is: 63. (3) Reactant: Br[C:2]1[CH:11]=[C:10]2[C:5]([CH:6]=[CH:7][C:8]([C@H:12]([NH:14][C:15]([C@@H:17]3[CH2:22][CH2:21][CH2:20][N:19]([C:23](=[O:34])[C@@H:24]([NH:26][C:27](=[O:33])[C@@H:28]([OH:32])[CH:29]([CH3:31])[CH3:30])[CH3:25])[NH:18]3)=[O:16])[CH3:13])=[N:9]2)=[CH:4][CH:3]=1.[CH3:35][C@:36]([CH2:42][O:43][C:44]([F:47])([F:46])[F:45])([CH:40]=[CH2:41])[C:37]([OH:39])=[O:38].C1(C)C=CC=CC=1P(C1C=CC=CC=1C)C1C=CC=CC=1C.C(N(CC)CC)C. Product: [OH:32][C@@H:28]([CH:29]([CH3:31])[CH3:30])[C:27]([NH:26][C@@H:24]([CH3:25])[C:23]([N:19]1[CH2:20][CH2:21][CH2:22][C@@H:17]([C:15]([NH:14][C@@H:12]([C:8]2[CH:7]=[CH:6][C:5]3[C:10](=[CH:11][C:2](/[CH:41]=[CH:40]/[C@:36]([CH3:35])([CH2:42][O:43][C:44]([F:45])([F:46])[F:47])[C:37]([OH:39])=[O:38])=[CH:3][CH:4]=3)[N:9]=2)[CH3:13])=[O:16])[NH:18]1)=[O:34])=[O:33]. The catalyst class is: 12. (4) Reactant: [C:1]([O:5][C@@H:6]([C:11]1[C:16]([CH3:17])=[CH:15][N:14]2[N:18]=[C:19]([C:21]([O:23]C)=[O:22])[CH:20]=[C:13]2[C:12]=1[N:25]1[CH2:30][CH2:29][C:28]([CH3:32])([CH3:31])[CH2:27][CH2:26]1)[C:7]([O:9][CH3:10])=[O:8])([CH3:4])([CH3:3])[CH3:2].[OH-].[Na+].O. Product: [C:1]([O:5][C@@H:6]([C:11]1[C:16]([CH3:17])=[CH:15][N:14]2[N:18]=[C:19]([C:21]([OH:23])=[O:22])[CH:20]=[C:13]2[C:12]=1[N:25]1[CH2:26][CH2:27][C:28]([CH3:32])([CH3:31])[CH2:29][CH2:30]1)[C:7]([O:9][CH3:10])=[O:8])([CH3:4])([CH3:2])[CH3:3]. The catalyst class is: 92. (5) Reactant: [CH3:1][O:2][C:3]1[CH:4]=[C:5]([CH:7]=[C:8]([O:10][CH3:11])[CH:9]=1)[NH2:6].[F:12][C:13]([F:20])([F:19])[C:14](OCC)=[O:15]. Product: [CH3:11][O:10][C:8]1[CH:7]=[C:5]([NH:6][C:14](=[O:15])[C:13]([F:20])([F:19])[F:12])[CH:4]=[C:3]([O:2][CH3:1])[CH:9]=1. The catalyst class is: 453. (6) Reactant: C[O:2][C:3]([C:5]1[CH:6]=[C:7]2[C:11](=[CH:12][CH:13]=1)[N:10]([C:14]([O:16][C:17]([CH3:20])([CH3:19])[CH3:18])=[O:15])[CH:9]=[CH:8]2)=O.CC(C[AlH]CC(C)C)C.C1(C)C=CC=CC=1. Product: [C:17]([O:16][C:14]([N:10]1[C:11]2[C:7](=[CH:6][C:5]([CH2:3][OH:2])=[CH:13][CH:12]=2)[CH:8]=[CH:9]1)=[O:15])([CH3:20])([CH3:18])[CH3:19]. The catalyst class is: 7. (7) Reactant: C[O:2][C:3]([C:5]1[CH:19]=[CH:18][C:8]2[O:9][CH:10]=[C:11]([CH2:12][CH2:13][NH:14][C:15](=[O:17])[CH3:16])[C:7]=2[CH:6]=1)=[O:4].[OH-].[Na+]. Product: [C:15]([NH:14][CH2:13][CH2:12][C:11]1[C:7]2[CH:6]=[C:5]([C:3]([OH:4])=[O:2])[CH:19]=[CH:18][C:8]=2[O:9][CH:10]=1)(=[O:17])[CH3:16]. The catalyst class is: 5. (8) Reactant: [CH2:1]([N:5]1[CH:9]=[C:8]([C:10]([CH3:13])([CH3:12])[CH3:11])[S:7]/[C:6]/1=[N:14]\[C:15]([C:17]1[CH:22]=[C:21]([Cl:23])[CH:20]=[CH:19][C:18]=1[O:24]C)=[S:16])[CH2:2][CH2:3][CH3:4].B(Br)(Br)Br.C(=O)(O)[O-].[Na+]. Product: [C:10]([C:8]1[S:7]/[C:6](=[N:14]\[C:15](=[S:16])[C:17]2[CH:22]=[C:21]([Cl:23])[CH:20]=[CH:19][C:18]=2[OH:24])/[N:5]([CH2:1][CH2:2][CH2:3][CH3:4])[CH:9]=1)([CH3:13])([CH3:12])[CH3:11]. The catalyst class is: 2. (9) Reactant: C1(P(C2C=CC=CC=2)C2C=CC=CC=2)C=CC=CC=1.N(C(OC(C)C)=O)=NC(OC(C)C)=O.[Br:34][C:35]1[CH:44]=[CH:43][C:38]([C:39]([O:41][CH3:42])=[O:40])=[CH:37][C:36]=1[OH:45].[F:46][C:47]([F:52])([F:51])[CH2:48][CH2:49]O. Product: [Br:34][C:35]1[CH:44]=[CH:43][C:38]([C:39]([O:41][CH3:42])=[O:40])=[CH:37][C:36]=1[O:45][CH2:49][CH2:48][C:47]([F:52])([F:51])[F:46]. The catalyst class is: 7.